This data is from Peptide-MHC class I binding affinity with 185,985 pairs from IEDB/IMGT. The task is: Regression. Given a peptide amino acid sequence and an MHC pseudo amino acid sequence, predict their binding affinity value. This is MHC class I binding data. (1) The peptide sequence is GGILFHLPF. The MHC is H-2-Kb with pseudo-sequence H-2-Kb. The binding affinity (normalized) is 0.326. (2) The peptide sequence is TGTTETMPK. The MHC is Mamu-B3901 with pseudo-sequence Mamu-B3901. The binding affinity (normalized) is 0.